From a dataset of Peptide-MHC class II binding affinity with 134,281 pairs from IEDB. Regression. Given a peptide amino acid sequence and an MHC pseudo amino acid sequence, predict their binding affinity value. This is MHC class II binding data. (1) The peptide sequence is INEPTAAAIAFGLDR. The MHC is HLA-DQA10401-DQB10402 with pseudo-sequence HLA-DQA10401-DQB10402. The binding affinity (normalized) is 0.633. (2) The peptide sequence is GPAYSAHCIGITDRD. The MHC is HLA-DQA10201-DQB10303 with pseudo-sequence HLA-DQA10201-DQB10303. The binding affinity (normalized) is 0.385.